Task: Predict which catalyst facilitates the given reaction.. Dataset: Catalyst prediction with 721,799 reactions and 888 catalyst types from USPTO (1) Reactant: [CH3:1][C:2]1[CH:7]=[C:6]([C:8]2[CH:9]=[CH:10][C:11]3[N:17]4[CH2:18][C@H:14]([CH2:15][CH2:16]4)[NH:13][C:12]=3[N:19]=2)[CH:5]=[CH:4][N:3]=1.ClC(Cl)(O[C:24](=[O:30])OC(Cl)(Cl)Cl)Cl.C(N(CC)CC)C.[NH:39]1[C:47]2[CH:46]=[CH:45][N:44]=[C:43]([NH2:48])[C:42]=2[N:41]=[CH:40]1. Product: [NH:39]1[C:47]2[CH:46]=[CH:45][N:44]=[C:43]([NH:48][C:24]([N:13]3[C@@H:14]4[CH2:18][N:17]([CH2:16][CH2:15]4)[C:11]4[CH:10]=[CH:9][C:8]([C:6]5[CH:5]=[CH:4][N:3]=[C:2]([CH3:1])[CH:7]=5)=[N:19][C:12]3=4)=[O:30])[C:42]=2[N:41]=[CH:40]1. The catalyst class is: 7. (2) The catalyst class is: 29. Product: [OH:23][C:18]1[CH:19]=[CH:20][CH:21]=[CH:22][C:17]=1[O:16][C:11]1[CH:12]=[CH:13][CH:14]=[CH:15][C:10]=1[C:9]([OH:31])=[O:8]. Reactant: C([O:8][C:9](=[O:31])[C:10]1[CH:15]=[CH:14][CH:13]=[CH:12][C:11]=1[O:16][C:17]1[CH:22]=[CH:21][CH:20]=[CH:19][C:18]=1[O:23]CC1C=CC=CC=1)C1C=CC=CC=1. (3) Reactant: C(O[C:6]([N:8]([C:10]1[CH:30]=[CH:29][C:13]([CH2:14][N:15]2[C:19]3=[N:20][C:21]([C:24]([O:26][CH3:27])=[O:25])=[CH:22][CH:23]=[C:18]3[N:17]=[C:16]2[CH3:28])=[C:12]([Cl:31])[CH:11]=1)C)=O)(C)(C)C.[ClH:32]. Product: [ClH:31].[ClH:32].[Cl:31][C:12]1[CH:11]=[C:10]([NH:8][CH3:6])[CH:30]=[CH:29][C:13]=1[CH2:14][N:15]1[C:19]2=[N:20][C:21]([C:24]([O:26][CH3:27])=[O:25])=[CH:22][CH:23]=[C:18]2[N:17]=[C:16]1[CH3:28]. The catalyst class is: 4.